From a dataset of Reaction yield outcomes from USPTO patents with 853,638 reactions. Predict the reaction yield, written as a fraction of the theoretical maximum amount of product (1.0 means a 100% yield; for example, 0.34 means a 34% yield). (1) The reactants are [C:1]1([S:7]([N:10]2[C:14]3=[N:15][CH:16]=[C:17]([CH2:19][CH:20]([OH:23])[CH2:21][OH:22])[CH:18]=[C:13]3[CH:12]=[CH:11]2)(=[O:9])=[O:8])[CH:6]=[CH:5][CH:4]=[CH:3][CH:2]=1.[C:24]1(C)[CH:29]=CC(S(O)(=O)=O)=C[CH:25]=1.COC(OC)(C)C. The catalyst is ClCCl. The product is [C:1]1([S:7]([N:10]2[C:14]3=[N:15][CH:16]=[C:17]([CH2:19][CH:20]4[CH2:21][O:22][C:24]([CH3:29])([CH3:25])[O:23]4)[CH:18]=[C:13]3[CH:12]=[CH:11]2)(=[O:9])=[O:8])[CH:2]=[CH:3][CH:4]=[CH:5][CH:6]=1. The yield is 0.810. (2) The reactants are [F:1][C:2]1[CH:7]=[C:6]([CH3:8])[CH:5]=[CH:4][C:3]=1[NH:9][C:10]1[C:19]2[C:14](=[CH:15][C:16]([O:26][CH3:27])=[C:17]([C:20]3[CH2:21][CH2:22][NH:23][CH2:24][CH:25]=3)[CH:18]=2)[N:13]=[N:12][C:11]=1[C:28]([NH2:30])=[O:29]. The catalyst is CO.Cl.[OH-].[OH-].[Pd+2].[C]. The product is [F:1][C:2]1[CH:7]=[C:6]([CH3:8])[CH:5]=[CH:4][C:3]=1[NH:9][C:10]1[C:19]2[C:14](=[CH:15][C:16]([O:26][CH3:27])=[C:17]([CH:20]3[CH2:21][CH2:22][NH:23][CH2:24][CH2:25]3)[CH:18]=2)[N:13]=[N:12][C:11]=1[C:28]([NH2:30])=[O:29]. The yield is 0.770.